This data is from Forward reaction prediction with 1.9M reactions from USPTO patents (1976-2016). The task is: Predict the product of the given reaction. (1) Given the reactants [NH2:1][CH2:2][C:3]#[C:4][CH2:5][NH:6][C:7](=[O:27])[CH2:8][CH2:9][CH2:10][CH2:11][CH:12]([C:20]1[CH:25]=[CH:24][C:23]([F:26])=[CH:22][CH:21]=1)[C:13]1[CH:18]=[CH:17][C:16]([F:19])=[CH:15][CH:14]=1.[Cl:28][C:29]1[CH:37]=[CH:36][C:32]([C:33](O)=[O:34])=[CH:31][CH:30]=1.C(Cl)CCl, predict the reaction product. The product is: [F:19][C:16]1[CH:17]=[CH:18][C:13]([CH:12]([C:20]2[CH:25]=[CH:24][C:23]([F:26])=[CH:22][CH:21]=2)[CH2:11][CH2:10][CH2:9][CH2:8][C:7]([NH:6][CH2:5][C:4]#[C:3][CH2:2][NH:1][C:33](=[O:34])[C:32]2[CH:36]=[CH:37][C:29]([Cl:28])=[CH:30][CH:31]=2)=[O:27])=[CH:14][CH:15]=1. (2) Given the reactants NC1N(CC)C=NC=1C(OCC)=O.[Cl:14]C1C=CC(N=C=S)=CC=1.ClC1C=CC(NC(NC2C=CC(Cl)=CC=2)=S)=CC=1.NC(N)=S.[Cl:46][C:47]1[CH:52]=[CH:51][C:50]([NH:53][C:54]([NH:56][C:57]2[N:61]([CH2:62][CH3:63])[CH:60]=[N:59][C:58]=2[C:64]([O:66]CC)=O)=[S:55])=[CH:49][CH:48]=1, predict the reaction product. The product is: [ClH:14].[Cl:46][C:47]1[CH:48]=[CH:49][C:50]([N:53]2[C:64](=[O:66])[C:58]3[N:59]=[CH:60][N:61]([CH2:62][CH3:63])[C:57]=3[NH:56][C:54]2=[S:55])=[CH:51][CH:52]=1. (3) Given the reactants [C:1]([NH:5][C:6]1[C:7]([C:20]2[CH:25]=[CH:24][C:23]([F:26])=[CH:22][CH:21]=2)=[N:8][C:9]2[C:14]([N:15]=1)=[CH:13][C:12]([C:16]([O:18]C)=[O:17])=[CH:11][CH:10]=2)([CH3:4])([CH3:3])[CH3:2].[H-].[Na+].[CH3:29]I, predict the reaction product. The product is: [C:1]([N:5]([CH3:29])[C:6]1[C:7]([C:20]2[CH:25]=[CH:24][C:23]([F:26])=[CH:22][CH:21]=2)=[N:8][C:9]2[C:14]([N:15]=1)=[CH:13][C:12]([C:16]([OH:18])=[O:17])=[CH:11][CH:10]=2)([CH3:2])([CH3:4])[CH3:3]. (4) Given the reactants [C:1]([O:5][C:6]([N:8]([CH2:10][C:11]([O-:13])=[O:12])[CH3:9])=[O:7])([CH3:4])([CH3:3])[CH3:2].[C:14]([O:18][C:19]([NH:21]O)=[O:20])([CH3:17])([CH3:16])[CH3:15], predict the reaction product. The product is: [C:1]([O:5][C:6]([N:8]([CH3:9])[CH2:10][C:11]([O:13][NH:21][C:19]([O:18][C:14]([CH3:17])([CH3:16])[CH3:15])=[O:20])=[O:12])=[O:7])([CH3:4])([CH3:2])[CH3:3].